Task: Predict the reactants needed to synthesize the given product.. Dataset: Full USPTO retrosynthesis dataset with 1.9M reactions from patents (1976-2016) The reactants are: [NH2:1][C:2]1[C:7]([C:8]([OH:10])=O)=[CH:6][C:5]([Cl:11])=[N:4][CH:3]=1.[CH3:12][NH2:13].[N:14]1([CH2:20][CH2:21][CH2:22][O:23][C:24]2[CH:31]=[CH:30][C:27]([CH:28]=O)=[CH:26][CH:25]=2)[CH2:19][CH2:18][CH2:17][CH2:16][CH2:15]1. Given the product [Cl:11][C:5]1[N:4]=[CH:3][C:2]2[N:1]=[C:28]([C:27]3[CH:30]=[CH:31][C:24]([O:23][CH2:22][CH2:21][CH2:20][N:14]4[CH2:19][CH2:18][CH2:17][CH2:16][CH2:15]4)=[CH:25][CH:26]=3)[N:13]([CH3:12])[C:8](=[O:10])[C:7]=2[CH:6]=1, predict the reactants needed to synthesize it.